From a dataset of Full USPTO retrosynthesis dataset with 1.9M reactions from patents (1976-2016). Predict the reactants needed to synthesize the given product. (1) Given the product [Cl:1][C:2]1[CH:3]=[CH:4][C:5]([C@@H:8]([CH2:9][NH:10][CH:18]([CH3:20])[CH3:19])[C:21]([N:23]2[CH2:24][CH2:25][N:26]([C:29]3[C:34]([C:35]4[CH:40]=[CH:39][CH:38]=[C:37]([F:41])[CH:36]=4)=[CH:33][N:32]=[C:31]4[NH:42][CH:43]=[CH:44][C:30]=34)[CH2:27][CH2:28]2)=[O:22])=[CH:6][CH:7]=1, predict the reactants needed to synthesize it. The reactants are: [Cl:1][C:2]1[CH:7]=[CH:6][C:5]([C@H:8]([C:21]([N:23]2[CH2:28][CH2:27][N:26]([C:29]3[C:34]([C:35]4[CH:40]=[CH:39][CH:38]=[C:37]([F:41])[CH:36]=4)=[CH:33][N:32]=[C:31]4[NH:42][CH:43]=[CH:44][C:30]=34)[CH2:25][CH2:24]2)=[O:22])[CH2:9][N:10]([CH:18]([CH3:20])[CH3:19])C(=O)OC(C)(C)C)=[CH:4][CH:3]=1.C(O)(C(F)(F)F)=O.C1(N)C(F)=C(F)C(F)=C(N)C=1F.Cl.Cl. (2) Given the product [OH:24][C@H:21]1[CH2:22][CH2:23][N:19]([C:10](=[O:12])[CH:9]([NH:8][C:6](=[O:7])[O:5][C:1]([CH3:2])([CH3:3])[CH3:4])[CH:13]2[CH2:18][CH2:17][O:16][CH2:15][CH2:14]2)[CH2:20]1, predict the reactants needed to synthesize it. The reactants are: [C:1]([O:5][C:6]([NH:8][CH:9]([CH:13]1[CH2:18][CH2:17][O:16][CH2:15][CH2:14]1)[C:10]([OH:12])=O)=[O:7])([CH3:4])([CH3:3])[CH3:2].[NH:19]1[CH2:23][CH2:22][C@H:21]([OH:24])[CH2:20]1.CCN=C=NCCCN(C)C.C1C=CC2N(O)N=NC=2C=1. (3) Given the product [CH2:11]([O:18][C:19]1[CH:24]=[CH:23][C:22]([C:2]2[CH:9]=[N:8][CH:7]=[C:6]([Cl:10])[C:3]=2[C:4]#[N:5])=[CH:21][CH:20]=1)[C:12]1[CH:17]=[CH:16][CH:15]=[CH:14][CH:13]=1, predict the reactants needed to synthesize it. The reactants are: Cl[C:2]1[CH:9]=[N:8][CH:7]=[C:6]([Cl:10])[C:3]=1[C:4]#[N:5].[CH2:11]([O:18][C:19]1[CH:24]=[CH:23][C:22](B(O)O)=[CH:21][CH:20]=1)[C:12]1[CH:17]=[CH:16][CH:15]=[CH:14][CH:13]=1.P([O-])([O-])([O-])=O.[K+].[K+].[K+].CN(C)C(=O)C. (4) Given the product [C:1]([N:8]1[CH2:9][CH2:10][CH2:11][CH:12]1[CH:26]([OH:33])[C:27]1[CH:32]=[CH:31][CH:30]=[CH:29][CH:28]=1)([O:3][C:4]([CH3:7])([CH3:6])[CH3:5])=[O:2], predict the reactants needed to synthesize it. The reactants are: [C:1]([N:8]1[CH2:12][CH2:11][CH2:10][CH2:9]1)([O:3][C:4]([CH3:7])([CH3:6])[CH3:5])=[O:2].CN(C)CCN(C)C.C([Li])(CC)C.[CH:26](=[O:33])[C:27]1[CH:32]=[CH:31][CH:30]=[CH:29][CH:28]=1. (5) Given the product [F:33][C:32]([F:35])([F:34])[S:29]([O:21][C:10]1[CH:11]=[CH:12][C:13]2[C:18](=[CH:17][CH:16]=[C:15]([O:19][CH3:20])[CH:14]=2)[C:9]=1[Cl:8])(=[O:31])=[O:30], predict the reactants needed to synthesize it. The reactants are: C(N(CC)CC)C.[Cl:8][C:9]1[C:18]2[C:13](=[CH:14][C:15]([O:19][CH3:20])=[CH:16][CH:17]=2)[CH:12]=[CH:11][C:10]=1[OH:21].C1C=CC(N([S:29]([C:32]([F:35])([F:34])[F:33])(=[O:31])=[O:30])[S:29]([C:32]([F:35])([F:34])[F:33])(=[O:31])=[O:30])=CC=1. (6) Given the product [C:1]1([S:7]([O:25][C:19]2[CH:20]=[CH:21][CH:22]=[C:23]3[C:18]=2[O:17][C:16](=[O:26])[C:15]([NH:14][C:11](=[O:13])[CH3:12])=[CH:24]3)(=[O:9])=[O:8])[CH:6]=[CH:5][CH:4]=[CH:3][CH:2]=1, predict the reactants needed to synthesize it. The reactants are: [C:1]1([S:7](Cl)(=[O:9])=[O:8])[CH:6]=[CH:5][CH:4]=[CH:3][CH:2]=1.[C:11]([NH:14][C:15]1[C:16](=[O:26])[O:17][C:18]2[C:23]([CH:24]=1)=[CH:22][CH:21]=[CH:20][C:19]=2[OH:25])(=[O:13])[CH3:12].C(Cl)(Cl)Cl. (7) The reactants are: [Br:1][C:2]1[CH:3]=[C:4]([CH:8]=[C:9]([CH3:11])[CH:10]=1)[C:5]([OH:7])=O.[F:12][C:13]([F:22])([F:21])[C:14]1[CH:15]=[C:16]([CH:18]=[CH:19][CH:20]=1)[NH2:17]. Given the product [Br:1][C:2]1[CH:3]=[C:4]([CH:8]=[C:9]([CH3:11])[CH:10]=1)[C:5]([NH:17][C:16]1[CH:18]=[CH:19][CH:20]=[C:14]([C:13]([F:12])([F:21])[F:22])[CH:15]=1)=[O:7], predict the reactants needed to synthesize it.